From a dataset of Reaction yield outcomes from USPTO patents with 853,638 reactions. Predict the reaction yield, written as a fraction of the theoretical maximum amount of product (1.0 means a 100% yield; for example, 0.34 means a 34% yield). The catalyst is C(Cl)Cl. The product is [F:32][CH:30]([F:31])[C:26]1[C:25]([C:33]([NH:13][C:9]2[C:8]3[CH:4]([CH:1]([CH3:3])[CH3:2])[O:5][C:6]([CH3:15])([CH3:14])[C:7]=3[CH:12]=[CH:11][CH:10]=2)=[O:34])=[C:24]([F:23])[N:28]([CH3:29])[N:27]=1. The reactants are [CH:1]([CH:4]1[C:8]2[C:9]([NH2:13])=[CH:10][CH:11]=[CH:12][C:7]=2[C:6]([CH3:15])([CH3:14])[O:5]1)([CH3:3])[CH3:2].C(N(CC)CC)C.[F:23][C:24]1[N:28]([CH3:29])[N:27]=[C:26]([CH:30]([F:32])[F:31])[C:25]=1[C:33](Cl)=[O:34]. The yield is 0.780.